This data is from Full USPTO retrosynthesis dataset with 1.9M reactions from patents (1976-2016). The task is: Predict the reactants needed to synthesize the given product. (1) Given the product [CH3:1][S:2][C:3]1[CH:8]=[CH:7][CH:6]=[CH:5][C:4]=1[C:9]1[CH:14]=[CH:13][C:12]([N:15]2[C:23](=[O:24])[C:22]3[N:21]([C:4]4[CH:5]=[C:45]([CH:7]=[CH:8][CH:3]=4)[C:44]#[N:41])[CH:20]=[N:19][C:18]=3[N:17]([CH2:32][CH2:33][CH3:34])[C:16]2=[O:35])=[CH:11][CH:10]=1, predict the reactants needed to synthesize it. The reactants are: [CH3:1][S:2][C:3]1[CH:8]=[CH:7][CH:6]=[CH:5][C:4]=1[C:9]1[CH:14]=[CH:13][C:12]([N:15]2[C:23](=[O:24])[C:22]3[NH:21][C:20](C4C=CC(I)=CC=4)=[N:19][C:18]=3[N:17]([CH2:32][CH2:33][CH3:34])[C:16]2=[O:35])=[CH:11][CH:10]=1.B(O)O.CC[N:41]([CH2:44][CH3:45])CC. (2) The reactants are: C(O[BH-](O[C:11](=[O:13])[CH3:12])OC(=O)C)(=O)C.[Na+].Cl.FC1(F)C(C)CC[NH:19]C1.CC([C:43]1[CH:48]=[C:47]([C:49]([F:52])([F:51])[F:50])[CH:46]=[C:45](C(F)(F)F)[CH:44]=1)C(NC1(C2C=CC=CC=2)CCC(=O)CC1)=O.C(N(CC)CC)C.C(=O)([O-])O.[Na+]. Given the product [F:50][C:49]([C:47]1[CH:48]=[CH:43][CH:44]=[CH:45][C:46]=1[CH2:12][C:11]([NH2:19])=[O:13])([F:51])[F:52], predict the reactants needed to synthesize it. (3) Given the product [NH2:21][C:22]1[N:27]=[CH:26][N:25]=[C:24]2[N:28]([CH2:45][C@@H:46]3[CH2:50][CH2:49][CH2:48][N:47]3[C:51]([C:52](=[CH:3][C:2]([CH3:5])([NH:6][CH:7]3[CH2:10][O:9][CH2:8]3)[CH3:1])[C:53]#[N:54])=[O:55])[N:29]=[C:30]([C:31]3[CH:36]=[CH:35][C:34]([O:37][C:38]4[CH:39]=[CH:40][CH:41]=[CH:42][CH:43]=4)=[CH:33][C:32]=3[F:44])[C:23]=12, predict the reactants needed to synthesize it. The reactants are: [CH3:1][C:2]([NH:6][CH:7]1[CH2:10][O:9][CH2:8]1)([CH3:5])[CH:3]=O.N1CCCC1.[Si](Cl)(C)(C)C.[NH2:21][C:22]1[N:27]=[CH:26][N:25]=[C:24]2[N:28]([CH2:45][C@@H:46]3[CH2:50][CH2:49][CH2:48][N:47]3[C:51](=[O:55])[CH2:52][C:53]#[N:54])[N:29]=[C:30]([C:31]3[CH:36]=[CH:35][C:34]([O:37][C:38]4[CH:43]=[CH:42][CH:41]=[CH:40][CH:39]=4)=[CH:33][C:32]=3[F:44])[C:23]=12. (4) Given the product [C:1]([C:5]1[CH:6]=[CH:7][C:8]([C:11]2[N:12]=[C:13]([CH3:21])[C:14]([CH2:15][OH:16])=[CH:19][CH:20]=2)=[CH:9][CH:10]=1)([CH3:4])([CH3:2])[CH3:3], predict the reactants needed to synthesize it. The reactants are: [C:1]([C:5]1[CH:10]=[CH:9][C:8]([C:11]2[CH:20]=[CH:19][C:14]([C:15](OC)=[O:16])=[C:13]([CH3:21])[N:12]=2)=[CH:7][CH:6]=1)([CH3:4])([CH3:3])[CH3:2].[H-].C([Al+]CC(C)C)C(C)C.CCCCCC.O.O.O.O.O.O.O.O.O.O.S([O-])([O-])(=O)=O.[Mg+2]. (5) Given the product [O:26]=[C:13]1[CH2:14][C@H:15]([C:17]2[CH:18]=[C:19]([F:25])[C:20]([F:24])=[C:21]([F:23])[CH:22]=2)[CH2:16][N:12]1[CH2:11][N:1]1[C:5]([C:6]#[N:7])=[N:4][CH:3]=[N:2]1, predict the reactants needed to synthesize it. The reactants are: [NH:1]1[C:5]([C:6]#[N:7])=[N:4][CH:3]=[N:2]1.[H-].[Na+].Cl[CH2:11][N:12]1[CH2:16][C@@H:15]([C:17]2[CH:22]=[C:21]([F:23])[C:20]([F:24])=[C:19]([F:25])[CH:18]=2)[CH2:14][C:13]1=[O:26].